This data is from Reaction yield outcomes from USPTO patents with 853,638 reactions. The task is: Predict the reaction yield, written as a fraction of the theoretical maximum amount of product (1.0 means a 100% yield; for example, 0.34 means a 34% yield). (1) The reactants are [Cl:1][C:2]1[C:3]([O:16][CH3:17])=[CH:4][C:5]([CH3:15])=[C:6]([C:8](=[O:14])[C:9]([O:11][CH2:12][CH3:13])=[O:10])[CH:7]=1. The catalyst is CC(O)=O.[Zn]. The product is [Cl:1][C:2]1[C:3]([O:16][CH3:17])=[CH:4][C:5]([CH3:15])=[C:6]([CH:8]([OH:14])[C:9]([O:11][CH2:12][CH3:13])=[O:10])[CH:7]=1. The yield is 0.920. (2) The reactants are [NH:1]1[C:5]2=[N:6][CH:7]=[CH:8][CH:9]=[C:4]2[C:3]([CH:10]=[C:11]2[O:15][C:14]([NH:16][C:17]3[CH:22]=[CH:21][C:20]([F:23])=[CH:19][CH:18]=3)=[C:13]([C:24]([O:26][CH3:27])=[O:25])[C:12]2=[O:28])=[CH:2]1.[CH:29]1(CO)[CH2:31][CH2:30]1. The catalyst is CN(C)C(=O)C.[Zn]. The product is [NH:1]1[C:5]2=[N:6][CH:7]=[CH:8][CH:9]=[C:4]2[C:3]([CH:10]=[C:11]2[O:15][C:14]([NH:16][C:17]3[CH:18]=[CH:19][C:20]([F:23])=[CH:21][CH:22]=3)=[C:13]([C:24]([O:26][CH2:27][CH:29]3[CH2:31][CH2:30]3)=[O:25])[C:12]2=[O:28])=[CH:2]1. The yield is 0.190. (3) The catalyst is CN1CCCC1=O. The yield is 0.210. The reactants are C[Sn](C)(C)[C:3]1[CH:8]=[CH:7][C:6]([N:9]2[CH2:13][C@H:12]([CH2:14][C:15](=[O:19])[C:16]([NH2:18])=[O:17])[O:11][CH2:10]2)=[CH:5][C:4]=1[F:20].[O:23]=[C:24]1[CH2:28][CH:27]([CH2:29][OH:30])[CH2:26][N:25]1[C:31]1[CH:36]=[CH:35][C:34](Br)=[CH:33][N:32]=1.[Cl-].[Li+].O. The product is [O:23]=[C:24]1[CH2:28][CH:27]([CH2:29][OH:30])[CH2:26][N:25]1[C:31]1[CH:36]=[CH:35][C:34]([C:3]2[CH:8]=[CH:7][C:6]([N:9]3[CH2:13][C@H:12]([CH2:14][C:15](=[O:19])[C:16]([NH2:18])=[O:17])[O:11][CH2:10]3)=[CH:5][C:4]=2[F:20])=[CH:33][N:32]=1.